Task: Predict the reaction yield, written as a fraction of the theoretical maximum amount of product (1.0 means a 100% yield; for example, 0.34 means a 34% yield).. Dataset: Reaction yield outcomes from USPTO patents with 853,638 reactions The reactants are [C:1]([O:5][C:6]([N:8]1[CH2:12][CH:11]([C:13]#[N:14])[CH2:10][CH:9]1[C:15](=O)[NH:16][CH2:17][C:18]([C:20]1[CH:25]=[CH:24][C:23]([Br:26])=[CH:22][CH:21]=1)=O)=[O:7])([CH3:4])([CH3:3])[CH3:2].C(O)(=O)C.[NH3:32]. The catalyst is C1(C)C(C)=CC=CC=1. The product is [C:1]([O:5][C:6]([N:8]1[CH2:12][CH:11]([C:13]#[N:14])[CH2:10][CH:9]1[C:15]1[NH:32][C:18]([C:20]2[CH:25]=[CH:24][C:23]([Br:26])=[CH:22][CH:21]=2)=[CH:17][N:16]=1)=[O:7])([CH3:4])([CH3:3])[CH3:2]. The yield is 0.350.